This data is from Catalyst prediction with 721,799 reactions and 888 catalyst types from USPTO. The task is: Predict which catalyst facilitates the given reaction. (1) Reactant: [H-].[Na+].[ClH:3].[NH2:4][C:5]([NH2:7])=[NH:6].[Cl:8][C:9]1[C:18]2[C:13](=[CH:14][CH:15]=[C:16]([S:19]([NH:22][C:23]3([C:28]([N:30]4[CH2:35][CH2:34][N:33]([CH3:36])[CH2:32][CH2:31]4)=[O:29])[CH2:27][CH2:26][CH2:25][CH2:24]3)(=[O:21])=[O:20])[CH:17]=2)[C:12]([Cl:37])=[CH:11][N:10]=1.O. Product: [ClH:8].[ClH:3].[Cl:37][C:12]1[C:13]2[C:18](=[CH:17][C:16]([S:19]([NH:22][C:23]3([C:28]([N:30]4[CH2:31][CH2:32][N:33]([CH3:36])[CH2:34][CH2:35]4)=[O:29])[CH2:24][CH2:25][CH2:26][CH2:27]3)(=[O:20])=[O:21])=[CH:15][CH:14]=2)[C:9]([NH:6][C:5]([NH2:7])=[NH:4])=[N:10][CH:11]=1. The catalyst class is: 16. (2) Reactant: [C:1]([N:20]1[CH2:26][C:25]2[CH:27]=[CH:28][CH:29]=[CH:30][C:24]=2[NH:23][CH2:22][CH2:21]1)([C:14]1[CH:19]=[CH:18][CH:17]=[CH:16][CH:15]=1)([C:8]1[CH:13]=[CH:12][CH:11]=[CH:10][CH:9]=1)[C:2]1[CH:7]=[CH:6][CH:5]=[CH:4][CH:3]=1.[C:31](O[C:31]([O:33][C:34]([CH3:37])([CH3:36])[CH3:35])=[O:32])([O:33][C:34]([CH3:37])([CH3:36])[CH3:35])=[O:32].C1(C)C=CC=CC=1.N. Product: [C:1]([N:20]1[CH2:26][C:25]2[CH:27]=[CH:28][CH:29]=[CH:30][C:24]=2[N:23]([C:31]([O:33][C:34]([CH3:37])([CH3:36])[CH3:35])=[O:32])[CH2:22][CH2:21]1)([C:14]1[CH:19]=[CH:18][CH:17]=[CH:16][CH:15]=1)([C:2]1[CH:7]=[CH:6][CH:5]=[CH:4][CH:3]=1)[C:8]1[CH:9]=[CH:10][CH:11]=[CH:12][CH:13]=1. The catalyst class is: 6. (3) The catalyst class is: 6. Reactant: C[O:2][C:3]([C:5]1[C:6]([CH3:17])=[N:7][O:8][C:9]=1[C:10]1[CH:15]=[CH:14][C:13]([Br:16])=[CH:12][CH:11]=1)=[O:4].CO.[OH-].[Li+].Cl. Product: [Br:16][C:13]1[CH:12]=[CH:11][C:10]([C:9]2[O:8][N:7]=[C:6]([CH3:17])[C:5]=2[C:3]([OH:4])=[O:2])=[CH:15][CH:14]=1. (4) Reactant: Br.Br[CH2:3][C:4]([C:6]1[CH:11]=[CH:10][N:9]=[CH:8][CH:7]=1)=O.[C:12]1([NH:18][C:19]([NH2:21])=[S:20])[CH:17]=[CH:16][CH:15]=[CH:14][CH:13]=1.N. Product: [C:12]1([NH:18][C:19]2[S:20][CH:3]=[C:4]([C:6]3[CH:11]=[CH:10][N:9]=[CH:8][CH:7]=3)[N:21]=2)[CH:17]=[CH:16][CH:15]=[CH:14][CH:13]=1. The catalyst class is: 88. (5) Reactant: [C:1]([C:5]1[N:22](O)[C:8]2=[C:9]3[C:14](=[C:15]4[CH:20]=[C:19]([F:21])[CH:18]=[CH:17][C:16]4=[C:7]2[N:6]=1)[CH:13]=[N:12][CH:11]=[CH:10]3)([CH3:4])([CH3:3])[CH3:2].C(O)(=O)C. Product: [C:1]([C:5]1[NH:22][C:8]2=[C:9]3[C:14](=[C:15]4[CH:20]=[C:19]([F:21])[CH:18]=[CH:17][C:16]4=[C:7]2[N:6]=1)[CH:13]=[N:12][CH:11]=[CH:10]3)([CH3:4])([CH3:2])[CH3:3]. The catalyst class is: 401. (6) Reactant: Cl[CH2:2][C:3]1[CH:7]=[C:6]([CH3:8])[O:5][N:4]=1.C([O-])([O-])=O.[K+].[K+].[F:15][C:16]([F:21])([F:20])[C:17]([OH:19])=[O:18].[CH:22]([O:25][C:26]1[CH:27]=[C:28]([CH:51]=[CH:52][CH:53]=1)[CH2:29][N:30]1[CH2:49][CH2:48][C@@:33]2([N:37]([C:38]3[CH:39]=[C:40]([CH:43]=[CH:44][CH:45]=3)[C:41]#[N:42])[C:36](=[O:46])[NH:35][C:34]2=[O:47])[CH2:32][C@@H:31]1[CH3:50])([CH3:24])[CH3:23].C(C1C=C(N2[C@@]3(CCN(C(OCC4C=CC=CC=4)=O)[C@@H](C)C3)C(=O)NC2=O)C=CC=1)#N. Product: [F:15][C:16]([F:21])([F:20])[C:17]([O-:19])=[O:18].[C:41]([C:40]1[CH:39]=[C:38]([N:37]2[C@@:33]3([CH2:48][CH2:49][NH+:30]([CH2:29][C:28]4[CH:51]=[CH:52][CH:53]=[C:26]([O:25][CH:22]([CH3:24])[CH3:23])[CH:27]=4)[C@@H:31]([CH3:50])[CH2:32]3)[C:34](=[O:47])[N:35]([CH2:2][C:3]3[CH:7]=[C:6]([CH3:8])[O:5][N:4]=3)[C:36]2=[O:46])[CH:45]=[CH:44][CH:43]=1)#[N:42].[C:17]([OH:19])([C:16]([F:21])([F:20])[F:15])=[O:18]. The catalyst class is: 3.